Dataset: Full USPTO retrosynthesis dataset with 1.9M reactions from patents (1976-2016). Task: Predict the reactants needed to synthesize the given product. (1) Given the product [CH3:1][O:2][C:3]1[CH:8]=[CH:7][C:6]([N:9]2[C:13]3[C:14](=[O:24])[N:15]([CH2:18][CH2:19][CH2:20][CH2:21][C:22]([N:30]([CH3:31])[CH3:29])=[NH:23])[CH2:16][CH2:17][C:12]=3[C:11]([C:25]([F:26])([F:27])[F:28])=[N:10]2)=[CH:5][CH:4]=1, predict the reactants needed to synthesize it. The reactants are: [CH3:1][O:2][C:3]1[CH:8]=[CH:7][C:6]([N:9]2[C:13]3[C:14](=[O:24])[N:15]([CH2:18][CH2:19][CH2:20][CH2:21][C:22]#[N:23])[CH2:16][CH2:17][C:12]=3[C:11]([C:25]([F:28])([F:27])[F:26])=[N:10]2)=[CH:5][CH:4]=1.[CH3:29][NH:30][CH3:31]. (2) Given the product [Br:15][C:16]1[CH:21]=[CH:20][C:19]([CH2:22][C:23]([NH:12][C:9]2[CH:8]=[C:7]([C:3]3([C:2]([F:1])([F:13])[F:14])[CH2:4][CH2:5][CH2:6]3)[O:11][N:10]=2)=[O:24])=[CH:18][CH:17]=1, predict the reactants needed to synthesize it. The reactants are: [F:1][C:2]([F:14])([F:13])[C:3]1([C:7]2[O:11][N:10]=[C:9]([NH2:12])[CH:8]=2)[CH2:6][CH2:5][CH2:4]1.[Br:15][C:16]1[CH:21]=[CH:20][C:19]([CH2:22][C:23](O)=[O:24])=[CH:18][CH:17]=1.CN(C(ON1N=NC2C=CC=NC1=2)=[N+](C)C)C.F[P-](F)(F)(F)(F)F.CCN(C(C)C)C(C)C. (3) Given the product [C:15]([C:14]([C:17]1[CH:22]=[CH:21][CH:20]=[CH:19][CH:18]=1)=[CH:12][NH:11][NH:10][C:8]([C:5]1[S:4][N:3]=[C:2]([Cl:1])[C:6]=1[Cl:7])=[O:9])#[N:16], predict the reactants needed to synthesize it. The reactants are: [Cl:1][C:2]1[C:6]([Cl:7])=[C:5]([C:8]([NH:10][NH2:11])=[O:9])[S:4][N:3]=1.[CH:12]([CH:14]([C:17]1[CH:22]=[CH:21][CH:20]=[CH:19][CH:18]=1)[C:15]#[N:16])=O.C(O)(=O)C. (4) Given the product [C:8]1([C:14]2[CH:15]=[C:16]([C:20]([NH:22][C:23]3[CH:35]=[C:34]([C:36]4[CH:41]=[CH:40][CH:39]=[CH:38][N:37]=4)[CH:33]=[CH:32][C:24]=3[C:25]([OH:27])=[O:26])=[O:21])[CH:17]=[N:18][CH:19]=2)[CH:9]=[CH:10][CH:11]=[CH:12][CH:13]=1, predict the reactants needed to synthesize it. The reactants are: FC(F)(F)C(O)=O.[C:8]1([C:14]2[CH:15]=[C:16]([C:20]([NH:22][C:23]3[CH:35]=[C:34]([C:36]4[CH:41]=[CH:40][CH:39]=[CH:38][N:37]=4)[CH:33]=[CH:32][C:24]=3[C:25]([O:27]C(C)(C)C)=[O:26])=[O:21])[CH:17]=[N:18][CH:19]=2)[CH:13]=[CH:12][CH:11]=[CH:10][CH:9]=1. (5) Given the product [CH:20]1[N:16]2[C:17]3[C:12]([CH:13]=[CH:14][C:15]2=[N:22][CH:21]=1)=[CH:11][C:10]([S:9][C:8]1[N:34]=[C:33]([C:35]2([C:41]#[N:42])[CH2:40][CH2:39][O:38][CH2:37][CH2:36]2)[CH:32]=[CH:6][CH:7]=1)=[CH:19][CH:18]=3, predict the reactants needed to synthesize it. The reactants are: C(C(CCCC)CO[C:6](=O)[CH2:7][CH2:8][S:9][C:10]1[CH:11]=[C:12]2[C:17](=[CH:18][CH:19]=1)[N:16]1[CH:20]=[CH:21][N:22]=[C:15]1[CH:14]=[CH:13]2)C.FC1[N:34]=[C:33]([C:35]2([C:41]#[N:42])[CH2:40][CH2:39][O:38][CH2:37][CH2:36]2)[CH:32]=CC=1. (6) Given the product [C:10]([C:4]1[C:5](=[O:9])[N:6]([CH:13]([CH3:19])[C:14]([O:16][CH2:17][CH3:18])=[O:15])[CH:7]=[CH:8][C:3]=1[O:2][CH3:1])#[N:11], predict the reactants needed to synthesize it. The reactants are: [CH3:1][O:2][C:3]1[CH:8]=[CH:7][NH:6][C:5](=[O:9])[C:4]=1[C:10]#[N:11].Br[CH:13]([CH3:19])[C:14]([O:16][CH2:17][CH3:18])=[O:15].C(=O)([O-])[O-].[Cs+].[Cs+].CN(C)C=O. (7) The reactants are: [CH3:1][O:2][C:3](=[O:28])[C@@H:4]([N:23]1[CH:27]=[CH:26][CH:25]=[CH:24]1)[CH2:5][C:6]1[CH:11]=[CH:10][C:9](/[CH:12]=[CH:13]/[CH2:14][N:15]([CH3:22])[C:16]2[CH:21]=[CH:20][CH:19]=[CH:18][N:17]=2)=[CH:8][CH:7]=1. Given the product [CH3:1][O:2][C:3](=[O:28])[C@@H:4]([N:23]1[CH:27]=[CH:26][CH:25]=[CH:24]1)[CH2:5][C:6]1[CH:11]=[CH:10][C:9]([CH2:12][CH2:13][CH2:14][N:15]([CH3:22])[C:16]2[CH:21]=[CH:20][CH:19]=[CH:18][N:17]=2)=[CH:8][CH:7]=1, predict the reactants needed to synthesize it. (8) The reactants are: [OH:1][CH2:2][C:3]([CH3:15])([CH3:14])[C:4]([O:6][CH2:7][C:8]1[CH:13]=[CH:12][CH:11]=[CH:10][CH:9]=1)=[O:5].[H-].[Na+].[N+:18]([C:21]1[CH:28]=[CH:27][CH:26]=[C:25]([N+]([O-])=O)[C:22]=1[C:23]#[N:24])([O-:20])=[O:19]. Given the product [C:23]([C:22]1[C:21]([N+:18]([O-:20])=[O:19])=[CH:28][CH:27]=[CH:26][C:25]=1[O:1][CH2:2][C:3]([CH3:15])([CH3:14])[C:4]([O:6][CH2:7][C:8]1[CH:13]=[CH:12][CH:11]=[CH:10][CH:9]=1)=[O:5])#[N:24], predict the reactants needed to synthesize it. (9) Given the product [F:1][C:2]1[CH:3]=[C:4]([C:9]2[O:11][N:23]=[C:22]([C:25]([OH:27])=[O:26])[CH:10]=2)[CH:5]=[CH:6][C:7]=1[F:8], predict the reactants needed to synthesize it. The reactants are: [F:1][C:2]1[CH:3]=[C:4]([C:9](=[O:11])[CH3:10])[CH:5]=[CH:6][C:7]=1[F:8].ClC1C=C(C2O[N:23]=[C:22]([C:25]([OH:27])=[O:26])C=2)C=CC=1F.